Dataset: Full USPTO retrosynthesis dataset with 1.9M reactions from patents (1976-2016). Task: Predict the reactants needed to synthesize the given product. Given the product [CH3:8][C:5]1[CH:6]=[CH:7][C:2]2[NH:1][C:18](=[O:19])[CH2:17][O:9][C:3]=2[CH:4]=1, predict the reactants needed to synthesize it. The reactants are: [NH2:1][C:2]1[CH:7]=[CH:6][C:5]([CH3:8])=[CH:4][C:3]=1[OH:9].C([O-])([O-])=O.[K+].[K+].Cl[CH2:17][C:18](Cl)=[O:19].